Task: Predict the product of the given reaction.. Dataset: Forward reaction prediction with 1.9M reactions from USPTO patents (1976-2016) Given the reactants [C:1]([O:5][C:6]([N:8]1[CH2:13][CH2:12][C:11](=[O:14])[CH2:10][CH2:9]1)=[O:7])([CH3:4])([CH3:3])[CH3:2].[I-].[CH3:16][S+](C)(C)=O.[OH-].[Na+].O, predict the reaction product. The product is: [C:1]([O:5][C:6]([N:8]1[CH2:9][CH2:10][C:11]2([O:14][CH2:16]2)[CH2:12][CH2:13]1)=[O:7])([CH3:4])([CH3:2])[CH3:3].